This data is from Catalyst prediction with 721,799 reactions and 888 catalyst types from USPTO. The task is: Predict which catalyst facilitates the given reaction. (1) Reactant: [Br:1][C:2]1[C:3]([F:10])=[C:4]([CH:7]=[CH:8][CH:9]=1)[CH:5]=[O:6].[BH4-].[Na+]. Product: [Br:1][C:2]1[C:3]([F:10])=[C:4]([CH2:5][OH:6])[CH:7]=[CH:8][CH:9]=1. The catalyst class is: 5. (2) Reactant: [CH3:1][N:2]([CH2:13][C:14]1[N:15]=[C:16]2[CH:21]=[CH:20][CH:19]=[CH:18][N:17]2[C:22]=1[C:23](O)=[O:24])[CH:3]1[C:12]2[N:11]=[CH:10][CH:9]=[CH:8][C:7]=2[CH2:6][CH2:5][CH2:4]1.[CH3:26][CH:27]([N:29]1[CH2:34][CH2:33][NH:32][CH2:31][CH2:30]1)[CH3:28].O.ON1C2C=CC=CC=2N=N1.Cl.CN(C)CCCN=C=NCC.FC(F)(F)C(O)=O. Product: [CH3:1][N:2]([CH2:13][C:14]1[N:15]=[C:16]2[CH:21]=[CH:20][CH:19]=[CH:18][N:17]2[C:22]=1[C:23]([N:32]1[CH2:33][CH2:34][N:29]([CH:27]([CH3:28])[CH3:26])[CH2:30][CH2:31]1)=[O:24])[CH:3]1[C:12]2[N:11]=[CH:10][CH:9]=[CH:8][C:7]=2[CH2:6][CH2:5][CH2:4]1. The catalyst class is: 174.